From a dataset of Blood-brain barrier permeability classification from the B3DB database. Regression/Classification. Given a drug SMILES string, predict its absorption, distribution, metabolism, or excretion properties. Task type varies by dataset: regression for continuous measurements (e.g., permeability, clearance, half-life) or binary classification for categorical outcomes (e.g., BBB penetration, CYP inhibition). Dataset: b3db_classification. The compound is CCC(=O)O[C@]1(C(=O)SC)[C@H](C)CC2C3C[C@H](F)C4=CC(=O)C=CC4(C)[C@@]3(F)[C@@H](O)C[C@@]21C. The result is 1 (penetrates BBB).